This data is from NCI-60 drug combinations with 297,098 pairs across 59 cell lines. The task is: Regression. Given two drug SMILES strings and cell line genomic features, predict the synergy score measuring deviation from expected non-interaction effect. (1) Drug 1: CC12CCC3C(C1CCC2=O)CC(=C)C4=CC(=O)C=CC34C. Cell line: MOLT-4. Synergy scores: CSS=52.7, Synergy_ZIP=0.150, Synergy_Bliss=3.10, Synergy_Loewe=1.59, Synergy_HSA=2.22. Drug 2: CC1=C(C=C(C=C1)NC(=O)C2=CC=C(C=C2)CN3CCN(CC3)C)NC4=NC=CC(=N4)C5=CN=CC=C5. (2) Drug 1: CC1OCC2C(O1)C(C(C(O2)OC3C4COC(=O)C4C(C5=CC6=C(C=C35)OCO6)C7=CC(=C(C(=C7)OC)O)OC)O)O. Drug 2: COCCOC1=C(C=C2C(=C1)C(=NC=N2)NC3=CC=CC(=C3)C#C)OCCOC.Cl. Cell line: EKVX. Synergy scores: CSS=31.5, Synergy_ZIP=2.45, Synergy_Bliss=6.45, Synergy_Loewe=3.15, Synergy_HSA=8.74.